From a dataset of HIV replication inhibition screening data with 41,000+ compounds from the AIDS Antiviral Screen. Binary Classification. Given a drug SMILES string, predict its activity (active/inactive) in a high-throughput screening assay against a specified biological target. (1) The compound is N#CCc1ccc(C(C#N)C(CCCC(=O)Nc2cccc([N+](=O)[O-])c2)=NNC(N)=S)cc1. The result is 0 (inactive). (2) The molecule is Brc1ccc(-c2nc(-c3ccc(Br)cc3)n(-c3ccccc3)n2)cc1. The result is 0 (inactive). (3) The molecule is OC(CBr)C(O)C(O)C(O)CBr. The result is 0 (inactive). (4) The compound is COc1ccc(C=CC(=O)c2cccc(C(=O)C=Cc3ccc(OC)c(OC)c3)n2)cc1OC. The result is 0 (inactive). (5) The molecule is O=C(CC1C(=O)Nc2ccccc2S1(=O)=O)Nc1cc(Cl)ccc1Cl. The result is 0 (inactive). (6) The molecule is O=c1c2ccccc2c2nccn2c2ccccc12. The result is 1 (active). (7) The drug is Oc1c(Cl)ccc2cccnc12. The result is 0 (inactive). (8) The drug is CCCCCN(CCCCC)CCC(=O)c1ccc2cc(Br)c3ccccc3c2c1. The result is 0 (inactive). (9) The drug is Cc1ccc(C=C2Cc3cccc(C)c3C2=O)c(C(=O)O)c1. The result is 0 (inactive).